From a dataset of Reaction yield outcomes from USPTO patents with 853,638 reactions. Predict the reaction yield, written as a fraction of the theoretical maximum amount of product (1.0 means a 100% yield; for example, 0.34 means a 34% yield). The reactants are Br[C:2]1[C:7]([O:8][CH2:9][CH3:10])=[CH:6][CH:5]=[C:4]([N+:11]([O-])=O)[N:3]=1. The catalyst is CCOC(C)=O.CCO.[Pd]. The product is [CH2:9]([O:8][C:7]1[CH:6]=[CH:5][C:4]([NH2:11])=[N:3][CH:2]=1)[CH3:10]. The yield is 0.940.